Dataset: Reaction yield outcomes from USPTO patents with 853,638 reactions. Task: Predict the reaction yield, written as a fraction of the theoretical maximum amount of product (1.0 means a 100% yield; for example, 0.34 means a 34% yield). The reactants are C([O:3][C:4](=O)[NH:5][CH2:6][CH2:7][C:8]1[CH:13]=[C:12]([O:14][CH3:15])[CH:11]=[CH:10][C:9]=1[F:16])C.O=P12OP3(OP(OP(O3)(O1)=O)(=O)O2)=O.O=P(Cl)(Cl)Cl. The catalyst is C(OC(=O)C)C. The product is [F:16][C:9]1[CH:10]=[CH:11][C:12]([O:14][CH3:15])=[C:13]2[C:8]=1[CH2:7][CH2:6][NH:5][C:4]2=[O:3]. The yield is 0.233.